From a dataset of Peptide-MHC class I binding affinity with 185,985 pairs from IEDB/IMGT. Regression. Given a peptide amino acid sequence and an MHC pseudo amino acid sequence, predict their binding affinity value. This is MHC class I binding data. The peptide sequence is FLVGQLFTF. The MHC is HLA-A02:01 with pseudo-sequence HLA-A02:01. The binding affinity (normalized) is 0.611.